From a dataset of Catalyst prediction with 721,799 reactions and 888 catalyst types from USPTO. Predict which catalyst facilitates the given reaction. Reactant: [F:1][C:2]1[CH:22]=[CH:21][C:5]([CH2:6][NH:7][C:8]([C:10]2[C:19]([OH:20])=[C:18]3[C:13]([CH:14]=[CH:15][CH:16]=[N:17]3)=[CH:12][N:11]=2)=[O:9])=[CH:4][CH:3]=1.[I:23]N1C(=O)CCC1=O.O. Product: [F:1][C:2]1[CH:3]=[CH:4][C:5]([CH2:6][NH:7][C:8]([C:10]2[C:19]([OH:20])=[C:18]3[C:13]([CH:14]=[CH:15][CH:16]=[N:17]3)=[C:12]([I:23])[N:11]=2)=[O:9])=[CH:21][CH:22]=1. The catalyst class is: 794.